From a dataset of Reaction yield outcomes from USPTO patents with 853,638 reactions. Predict the reaction yield, written as a fraction of the theoretical maximum amount of product (1.0 means a 100% yield; for example, 0.34 means a 34% yield). (1) The reactants are [CH2:1]([O:3][CH2:4][C:5](=O)[CH2:6][C:7]#[N:8])[CH3:2].C(O)(=O)C(O)=O.[CH2:16]([NH:18][NH2:19])[CH3:17].Cl. The catalyst is C(O)C. The product is [CH2:16]([N:18]1[C:7]([NH2:8])=[CH:6][C:5]([CH2:4][O:3][CH2:1][CH3:2])=[N:19]1)[CH3:17]. The yield is 0.516. (2) The reactants are [Cl:1][C:2]1[C:11]2[C:6](=[CH:7][C:8]([O:14][CH2:15][CH:16]3[CH2:21][CH2:20][N:19]([CH3:22])[CH2:18][CH2:17]3)=[C:9]([O:12][CH3:13])[CH:10]=2)[N:5]=[CH:4][N:3]=1.[Br:23][C:24]1[CH:30]=[CH:29][C:27]([NH2:28])=[C:26]([F:31])[CH:25]=1.Cl. The catalyst is C(O)(C)C. The product is [ClH:1].[Br:23][C:24]1[CH:30]=[CH:29][C:27]([NH:28][C:2]2[C:11]3[C:6](=[CH:7][C:8]([O:14][CH2:15][CH:16]4[CH2:21][CH2:20][N:19]([CH3:22])[CH2:18][CH2:17]4)=[C:9]([O:12][CH3:13])[CH:10]=3)[N:5]=[CH:4][N:3]=2)=[C:26]([F:31])[CH:25]=1. The yield is 0.900. (3) The reactants are [CH3:1][C:2]1[N:3]([CH:14]2[CH2:19][CH2:18][O:17][CH2:16][CH2:15]2)[C:4]([C:7]2[CH:12]=[CH:11][N:10]=[C:9]([NH2:13])[N:8]=2)=[CH:5][N:6]=1.Br[C:21]1[CH:26]=[CH:25][C:24]([S:27]([CH3:30])(=[O:29])=[O:28])=[CH:23][CH:22]=1.C([O-])([O-])=O.[Cs+].[Cs+].CC(C1C=C(C(C)C)C(C2C=CC=CC=2P(C2CCCCC2)C2CCCCC2)=C(C(C)C)C=1)C. The catalyst is C1C=CC(/C=C/C(/C=C/C2C=CC=CC=2)=O)=CC=1.C1C=CC(/C=C/C(/C=C/C2C=CC=CC=2)=O)=CC=1.C1C=CC(/C=C/C(/C=C/C2C=CC=CC=2)=O)=CC=1.[Pd].[Pd]. The product is [CH3:30][S:27]([C:24]1[CH:25]=[CH:26][C:21]([NH:13][C:9]2[N:8]=[C:7]([C:4]3[N:3]([CH:14]4[CH2:19][CH2:18][O:17][CH2:16][CH2:15]4)[C:2]([CH3:1])=[N:6][CH:5]=3)[CH:12]=[CH:11][N:10]=2)=[CH:22][CH:23]=1)(=[O:29])=[O:28]. The yield is 0.500. (4) The yield is 1.00. The product is [CH3:18][O:19][C:20]1[CH:16]=[CH:17][C:25]([O:26][CH3:27])=[CH:24][C:23]=1[NH:14][CH2:12][CH3:11]. No catalyst specified. The reactants are COC1C=CC(OC)=CC=1[CH2:11][C:12]([NH2:14])=O.B.[CH2:16]1[CH2:20][O:19][CH2:18][CH2:17]1.CO.[CH2:23]1[CH2:27][O:26][CH2:25][CH2:24]1. (5) The reactants are [C:1]([NH:5][S:6]([C:9]1[CH:14]=[CH:13][C:12]([C:15]2[CH:24]=[CH:23][C:22]3[C:17](=[CH:18][CH:19]=[C:20]([O:25][CH3:26])[CH:21]=3)[C:16]=2[O:27][C:28]2[CH:33]=[CH:32][C:31]([O:34][CH2:35][CH2:36][N:37]3[CH2:42][CH2:41][CH2:40][CH2:39][CH2:38]3)=[CH:30][CH:29]=2)=[CH:11][CH:10]=1)(=[O:8])=[O:7])([CH3:4])([CH3:3])[CH3:2].[H-].[Na+].I[CH3:46]. The catalyst is CN(C)C=O. The product is [C:1]([N:5]([CH3:46])[S:6]([C:9]1[CH:14]=[CH:13][C:12]([C:15]2[CH:24]=[CH:23][C:22]3[C:17](=[CH:18][CH:19]=[C:20]([O:25][CH3:26])[CH:21]=3)[C:16]=2[O:27][C:28]2[CH:33]=[CH:32][C:31]([O:34][CH2:35][CH2:36][N:37]3[CH2:38][CH2:39][CH2:40][CH2:41][CH2:42]3)=[CH:30][CH:29]=2)=[CH:11][CH:10]=1)(=[O:8])=[O:7])([CH3:4])([CH3:2])[CH3:3]. The yield is 0.680. (6) The reactants are [C:1]([C:3]1[C:11]2[C:6](=[CH:7][C:8]([OH:12])=[CH:9][CH:10]=2)[N:5]([CH:13]2[CH2:16][CH2:15][CH2:14]2)[C:4]=1[C:17]1[CH:22]=[CH:21][C:20]([NH:23][C:24]([NH:26][CH:27]([CH3:29])[CH3:28])=[O:25])=[CH:19][CH:18]=1)#[N:2].C([O-])([O-])=O.[K+].[K+].Br[CH2:37][CH2:38][CH2:39][Cl:40]. The catalyst is C(#N)C. The product is [Cl:40][CH2:39][CH2:38][CH2:37][O:12][C:8]1[CH:7]=[C:6]2[C:11]([C:3]([C:1]#[N:2])=[C:4]([C:17]3[CH:18]=[CH:19][C:20]([NH:23][C:24]([NH:26][CH:27]([CH3:29])[CH3:28])=[O:25])=[CH:21][CH:22]=3)[N:5]2[CH:13]2[CH2:14][CH2:15][CH2:16]2)=[CH:10][CH:9]=1. The yield is 0.860. (7) The reactants are [NH:1]1[CH:5]=[CH:4][CH:3]=[C:2]1[C:6]([O:8][CH2:9][CH3:10])=[O:7].[Br:11]Br.[OH-].[Na+]. The catalyst is C(Cl)(Cl)(Cl)Cl. The product is [Br:11][C:4]1[CH:3]=[C:2]([C:6]([O:8][CH2:9][CH3:10])=[O:7])[NH:1][CH:5]=1. The yield is 0.380. (8) The product is [NH2:11][CH2:12][CH2:13][C@H:14]([NH:25][C:26](=[O:41])[C:27]1[CH:32]=[CH:31][C:30]([C:33]([N:35]2[CH2:39][CH2:38][CH2:37][CH2:36]2)=[O:34])=[C:29]([CH3:40])[CH:28]=1)[C:15]1[NH:19][C:18]2[CH:20]=[CH:21][C:22]([Cl:24])=[CH:23][C:17]=2[N:16]=1. The reactants are C(OC([NH:11][CH2:12][CH2:13][C@H:14]([NH:25][C:26](=[O:41])[C:27]1[CH:32]=[CH:31][C:30]([C:33]([N:35]2[CH2:39][CH2:38][CH2:37][CH2:36]2)=[O:34])=[C:29]([CH3:40])[CH:28]=1)[C:15]1[NH:19][C:18]2[CH:20]=[CH:21][C:22]([Cl:24])=[CH:23][C:17]=2[N:16]=1)=O)C1C=CC=CC=1.I[Si](C)(C)C.ClCCl.C(O)C.ClCl. The yield is 1.00. The catalyst is ClCCl. (9) The reactants are [CH:1]1([C:4]2[CH:5]=[CH:6][C:7]([C:10]([F:15])([F:14])[C:11]([OH:13])=O)=[N:8][CH:9]=2)[CH2:3][CH2:2]1.P(Cl)(Cl)(Cl)=O.Cl.[NH2:22][CH2:23][C:24]1[CH:25]=[C:26]2[C:30](=[CH:31][CH:32]=1)[C:29](=[O:33])[N:28]([CH:34]1[CH2:39][CH2:38][C:37](=[O:40])[NH:36][C:35]1=[O:41])[CH2:27]2.C(=O)(O)[O-].[Na+]. The catalyst is N1C=CC=CC=1. The product is [CH:1]1([C:4]2[CH:5]=[CH:6][C:7]([C:10]([F:15])([F:14])[C:11]([NH:22][CH2:23][C:24]3[CH:25]=[C:26]4[C:30](=[CH:31][CH:32]=3)[C:29](=[O:33])[N:28]([CH:34]3[CH2:39][CH2:38][C:37](=[O:40])[NH:36][C:35]3=[O:41])[CH2:27]4)=[O:13])=[N:8][CH:9]=2)[CH2:2][CH2:3]1. The yield is 0.210. (10) The product is [NH2:9][C@@H:6]1[C:5](=[O:20])[N:4]2[CH2:21][CH2:22][CH2:23][CH2:24][C@@H:3]2[C:2](=[O:1])[NH:8][CH2:7]1. The yield is 0.860. The reactants are [O:1]=[C:2]1[NH:8][CH2:7][C@H:6]([NH:9]C(=O)OCC2C=CC=CC=2)[C:5](=[O:20])[N:4]2[CH2:21][CH2:22][CH2:23][CH2:24][C@H:3]12. The catalyst is CCOC(C)=O.[Pd].